Dataset: Full USPTO retrosynthesis dataset with 1.9M reactions from patents (1976-2016). Task: Predict the reactants needed to synthesize the given product. (1) Given the product [C:74]([O:78][C:79]([N:81]1[CH2:87][CH2:86][CH2:85][N:84]([C:48]2[CH:49]=[C:50]3[C:55](=[CH:56][CH:57]=2)[N:54]=[C:53]([C:58]2[CH:63]=[CH:62][CH:61]=[C:60]([Cl:64])[CH:59]=2)[N:52]([CH2:65][C:66](=[O:67])[NH:68][C:69]([CH3:72])([CH3:71])[CH3:70])[C:51]3=[O:73])[CH2:83][CH2:82]1)=[O:80])([CH3:77])([CH3:75])[CH3:76], predict the reactants needed to synthesize it. The reactants are: C1(P(C2C=CC=CC=2)C2C=CC3C(=CC=CC=3)C=2C2C3C(=CC=CC=3)C=CC=2P(C2C=CC=CC=2)C2C=CC=CC=2)C=CC=CC=1.Br[C:48]1[CH:49]=[C:50]2[C:55](=[CH:56][CH:57]=1)[N:54]=[C:53]([C:58]1[CH:63]=[CH:62][CH:61]=[C:60]([Cl:64])[CH:59]=1)[N:52]([CH2:65][C:66]([NH:68][C:69]([CH3:72])([CH3:71])[CH3:70])=[O:67])[C:51]2=[O:73].[C:74]([O:78][C:79]([N:81]1[CH2:87][CH2:86][CH2:85][NH:84][CH2:83][CH2:82]1)=[O:80])([CH3:77])([CH3:76])[CH3:75].C(=O)([O-])[O-].[Cs+].[Cs+]. (2) Given the product [Cl:41][C:17]1[CH:16]=[CH:15][N:14]=[C:13]2[NH:12][CH:11]=[C:10]([CH:9]([C:19]3[CH:24]=[CH:23][CH:22]=[CH:21][CH:20]=3)[CH:5]3[C:6](=[O:8])[O:7][C:2]([CH3:26])([CH3:1])[O:3][C:4]3=[O:25])[C:18]=12, predict the reactants needed to synthesize it. The reactants are: [CH3:1][C:2]1([CH3:26])[O:7][C:6](=[O:8])[CH:5]([CH:9]([C:19]2[CH:24]=[CH:23][CH:22]=[CH:21][CH:20]=2)[C:10]2[C:18]3[C:13](=[N:14][CH:15]=[CH:16][CH:17]=3)[NH:12][CH:11]=2)[C:4](=[O:25])[O:3]1.C([Si](C)(C)N1C2=NC=CC([Cl:41])=C2C=C1)(C)(C)C. (3) Given the product [NH2:15][C:16]1[S:20][CH:19]=[N:18][C:17]=1[C:21]([O:23][CH3:24])=[O:22], predict the reactants needed to synthesize it. The reactants are: Cl.C1(C(=[N:15][C:16]2[S:20][CH:19]=[N:18][C:17]=2[C:21]([O:23][CH3:24])=[O:22])C2C=CC=CC=2)C=CC=CC=1. (4) Given the product [N:7]1[CH:12]=[CH:11][CH:10]=[CH:9][C:8]=1[C:13]1[N:14]([CH2:20][O:21][CH2:22][CH2:23][Si:24]([CH3:27])([CH3:26])[CH3:25])[CH:15]=[C:16]([CH2:18][C:38]#[N:39])[N:17]=1, predict the reactants needed to synthesize it. The reactants are: C(O[K])(C)(C)C.[N:7]1[CH:12]=[CH:11][CH:10]=[CH:9][C:8]=1[C:13]1[N:14]([CH2:20][O:21][CH2:22][CH2:23][Si:24]([CH3:27])([CH3:26])[CH3:25])[CH:15]=[C:16]([CH:18]=O)[N:17]=1.CC1C=CC(S([CH2:38][N+:39]#[C-])(=O)=O)=CC=1. (5) Given the product [Cl:37][C:34]1[CH:35]=[CH:36][C:31]([CH2:30][CH:22]2[N:19]3[C:20](=[O:21])[CH:15]([NH:14][C:9](=[O:11])[C:8]4[C:3]([C:2]([F:1])([F:13])[F:12])=[CH:4][CH:5]=[N:6][CH:7]=4)[CH2:16][N:17]([S:38]([C:41]4[CH:46]=[CH:45][C:44]([Cl:47])=[CH:43][C:42]=4[Cl:48])(=[O:40])=[O:39])[CH:18]3[CH2:25][N:24]([CH:26]([CH3:28])[CH3:27])[C:23]2=[O:29])=[CH:32][CH:33]=1, predict the reactants needed to synthesize it. The reactants are: [F:1][C:2]([F:13])([F:12])[C:3]1[C:8]([C:9]([OH:11])=O)=[CH:7][N:6]=[CH:5][CH:4]=1.[NH2:14][CH:15]1[C:20](=[O:21])[N:19]2[CH:22]([CH2:30][C:31]3[CH:36]=[CH:35][C:34]([Cl:37])=[CH:33][CH:32]=3)[C:23](=[O:29])[N:24]([CH:26]([CH3:28])[CH3:27])[CH2:25][CH:18]2[N:17]([S:38]([C:41]2[CH:46]=[CH:45][C:44]([Cl:47])=[CH:43][C:42]=2[Cl:48])(=[O:40])=[O:39])[CH2:16]1. (6) Given the product [CH:32]([O:31][C:28]1[CH:29]=[CH:30][C:25]([C:22]2[N:21]=[C:20]([C:17]3[CH:18]=[CH:19][C:14]([O:1][CH2:2][CH:3]4[O:8][CH2:7][CH2:6][NH:5][CH2:4]4)=[CH:15][CH:16]=3)[O:24][N:23]=2)=[CH:26][C:27]=1[C:35]([F:36])([F:37])[F:38])([CH3:34])[CH3:33], predict the reactants needed to synthesize it. The reactants are: [OH:1][CH2:2][CH:3]1[O:8][CH2:7][CH2:6][NH:5][CH2:4]1.[H-].[Na+].[H][H].F[C:14]1[CH:19]=[CH:18][C:17]([C:20]2[O:24][N:23]=[C:22]([C:25]3[CH:30]=[CH:29][C:28]([O:31][CH:32]([CH3:34])[CH3:33])=[C:27]([C:35]([F:38])([F:37])[F:36])[CH:26]=3)[N:21]=2)=[CH:16][CH:15]=1. (7) Given the product [Cl:18][C:11]1[CH2:16][CH2:15][CH2:14][CH2:13][C:12]=1[C:9]#[N:7], predict the reactants needed to synthesize it. The reactants are: O=P(Cl)(Cl)Cl.C[N:7]([CH:9]=O)C.[C:11]1(=O)[CH2:16][CH2:15][CH2:14][CH2:13][CH2:12]1.[ClH:18].NO. (8) Given the product [Br:6][C:7]1[C:12]([CH3:13])=[CH:11][C:10]2[N:14]([CH2:23][C:24]3[CH:29]=[CH:28][C:27]([O:30][CH3:31])=[CH:26][CH:25]=3)[CH2:15][CH2:16][CH2:17][C:18]([C:19]([O:21][CH3:22])=[O:20])=[CH:32][C:9]=2[CH:8]=1, predict the reactants needed to synthesize it. The reactants are: CO.C[O-].[Na+].[Br:6][C:7]1[C:12]([CH3:13])=[CH:11][C:10]([N:14]([CH2:23][C:24]2[CH:29]=[CH:28][C:27]([O:30][CH3:31])=[CH:26][CH:25]=2)[CH2:15][CH2:16][CH2:17][CH2:18][C:19]([O:21][CH3:22])=[O:20])=[C:9]([CH:32]=O)[CH:8]=1.Cl.